This data is from Full USPTO retrosynthesis dataset with 1.9M reactions from patents (1976-2016). The task is: Predict the reactants needed to synthesize the given product. Given the product [C:4]([OH:28])(=[O:3])[CH3:12].[N:33]1([CH2:32][CH2:31][O:30][C:24]2[CH:23]=[C:22]3[C:27]([C:18]([CH:12]4[C:11]5[C:6](=[CH:7][CH:8]=[C:9]([S:13]([NH2:16])(=[O:14])=[O:15])[CH:10]=5)[NH:5][C:4]4=[O:3])=[N:19][CH:20]=[N:21]3)=[CH:26][C:25]=2[O:28][CH3:29])[CH:37]=[CH:36][N:35]=[CH:34]1, predict the reactants needed to synthesize it. The reactants are: [H-].[Na+].[O:3]=[C:4]1[CH2:12][C:11]2[C:6](=[CH:7][CH:8]=[C:9]([S:13]([NH2:16])(=[O:15])=[O:14])[CH:10]=2)[NH:5]1.Cl[C:18]1[C:27]2[C:22](=[CH:23][C:24]([O:30][CH2:31][CH2:32][N:33]3[CH:37]=[CH:36][N:35]=[CH:34]3)=[C:25]([O:28][CH3:29])[CH:26]=2)[N:21]=[CH:20][N:19]=1.CS(C)=O.